Dataset: Forward reaction prediction with 1.9M reactions from USPTO patents (1976-2016). Task: Predict the product of the given reaction. (1) Given the reactants [Cl:1][C:2]1[CH:3]=[C:4]([OH:9])[CH:5]=[C:6]([Cl:8])[CH:7]=1.[Si:10](Cl)([C:13]([CH3:16])([CH3:15])[CH3:14])([CH3:12])[CH3:11].C(N(CC)C(C)C)(C)C, predict the reaction product. The product is: [Cl:1][C:2]1[CH:3]=[C:4]([O:9][Si:10]([C:13]([CH3:16])([CH3:15])[CH3:14])([CH3:12])[CH3:11])[CH:5]=[C:6]([Cl:8])[CH:7]=1. (2) Given the reactants [CH2:1]([CH:4]([CH2:7][CH2:8][CH2:9][CH2:10][CH3:11])[CH2:5][OH:6])[CH2:2][CH3:3].[F:12][C:13]([F:26])([F:25])[S:14](O[S:14]([C:13]([F:26])([F:25])[F:12])(=[O:16])=[O:15])(=[O:16])=[O:15].C([O-])(O)=O.[Na+], predict the reaction product. The product is: [O:6]([CH2:5][CH:4]([CH2:1][CH2:2][CH3:3])[CH2:7][CH2:8][CH2:9][CH2:10][CH3:11])[S:14]([C:13]([F:26])([F:25])[F:12])(=[O:16])=[O:15]. (3) Given the reactants [NH2:1][C:2]1[CH:10]=[CH:9][CH:8]=[CH:7][C:3]=1[C:4](O)=O.[C:11]1(=O)[CH2:15][CH2:14][CH2:13][CH2:12]1.O=P(Cl)(Cl)[Cl:19], predict the reaction product. The product is: [Cl:19][C:4]1[C:3]2[CH:7]=[CH:8][CH:9]=[CH:10][C:2]=2[N:1]=[C:12]2[CH2:13][CH2:14][CH2:15][C:11]=12. (4) Given the reactants [NH2:1][C:2]1[N:3]=[CH:4][C:5]([N:17]2[CH2:22][CH2:21][N:20](C(OC(C)(C)C)=O)[CH2:19][CH2:18]2)=[N:6][C:7]=1[C:8](=[O:16])[NH:9][C:10]1[CH:15]=[CH:14][CH:13]=[CH:12][N:11]=1.C(O)(C(F)(F)F)=O, predict the reaction product. The product is: [NH2:1][C:2]1[C:7]([C:8]([NH:9][C:10]2[CH:15]=[CH:14][CH:13]=[CH:12][N:11]=2)=[O:16])=[N:6][C:5]([N:17]2[CH2:18][CH2:19][NH:20][CH2:21][CH2:22]2)=[CH:4][N:3]=1. (5) Given the reactants FC(F)(F)S(O[C:7]1[CH:12]=[CH:11][C:10]([F:13])=[C:9]([C:14]#[N:15])[C:8]=1[F:16])(=O)=O.[CH2:19](O)[CH3:20], predict the reaction product. The product is: [CH:19]([C:7]1[C:8]([F:16])=[C:9]([C:10]([F:13])=[CH:11][CH:12]=1)[C:14]#[N:15])=[CH2:20]. (6) Given the reactants [Br:1][C:2]1[CH:7]=[CH:6][C:5]([C@@H:8]2[O:13][CH:12]([OH:14])[C@@H:11]([OH:15])[C@H:10]([OH:16])[C@H:9]2[OH:17])=[CH:4][C:3]=1[CH2:18][C:19]1[CH:28]=[CH:27][C:22]2[O:23][CH2:24][CH2:25][O:26][C:21]=2[CH:20]=1.C(O[C:33](=[O:35])[CH3:34])(=O)C, predict the reaction product. The product is: [C:12]([O:15][C@H:11]1[C@H:10]([O:16][C:10](=[O:16])[CH3:9])[C@@H:9]([O:17][C:22](=[O:23])[CH3:21])[C@H:8]([C:5]2[CH:6]=[CH:7][C:2]([Br:1])=[C:3]([CH2:18][C:19]3[CH:28]=[CH:27][C:22]4[O:23][CH2:24][CH2:25][O:26][C:21]=4[CH:20]=3)[CH:4]=2)[O:13][CH:12]1[O:14][C:33](=[O:35])[CH3:34])(=[O:13])[CH3:11]. (7) The product is: [CH3:2][S:1]([O:5][C:6]1([CH2:9][C:10]([OH:13])=[O:11])[CH2:7][CH2:8]1)(=[O:4])=[O:3]. Given the reactants [S:1]([O:5][C:6]1([CH2:9][CH:10]([O:13]C)[O:11]C)[CH2:8][CH2:7]1)(=[O:4])(=[O:3])[CH3:2].OOS([O-])=O.[K+], predict the reaction product.